This data is from Full USPTO retrosynthesis dataset with 1.9M reactions from patents (1976-2016). The task is: Predict the reactants needed to synthesize the given product. (1) Given the product [CH2:29]([CH:5]([CH2:6][CH2:7][CH2:8][CH2:9][CH2:10][N:11]1[C:15]([C:16]2[CH:17]=[CH:18][CH:19]=[CH:20][CH:21]=2)=[C:14]([C:22]2[CH:27]=[CH:26][CH:25]=[CH:24][CH:23]=2)[N:13]=[C:12]1[CH3:28])[C:4]([OH:32])=[O:3])[CH3:30], predict the reactants needed to synthesize it. The reactants are: C([O:3][C:4](=[O:32])[CH:5]([CH:29](C)[CH3:30])[CH2:6][CH2:7][CH2:8][CH2:9][CH2:10][N:11]1[C:15]([C:16]2[CH:21]=[CH:20][CH:19]=[CH:18][CH:17]=2)=[C:14]([C:22]2[CH:27]=[CH:26][CH:25]=[CH:24][CH:23]=2)[N:13]=[C:12]1[CH3:28])C.[OH-].[Na+]. (2) Given the product [CH3:26][O:25][C:18]1[C:19]([O:23][CH3:24])=[CH:20][C:21]2[C:22]3[C:10]([C:8]4[CH:7]=[CH:6][C:3]([C:4]#[N:5])=[C:2]([CH:37]=[CH2:38])[CH:9]=4)=[N:11][NH:12][C:13]=3[CH:14]=[N:15][C:16]=2[CH:17]=1, predict the reactants needed to synthesize it. The reactants are: Br[C:2]1[CH:9]=[C:8]([C:10]2[C:22]3[C:21]4[CH:20]=[C:19]([O:23][CH3:24])[C:18]([O:25][CH3:26])=[CH:17][C:16]=4[N:15]=[CH:14][C:13]=3[NH:12][N:11]=2)[CH:7]=[CH:6][C:3]=1[C:4]#[N:5].P([O-])([O-])([O-])=O.[K+].[K+].[K+].[OH-].[K+].[CH:37](B1OC(C)(C)C(C)(C)O1)=[CH2:38]. (3) Given the product [Cl:11][C:7]1[N:8]=[C:9]([Cl:10])[C:4]([CH2:1][CH:2]=[O:24])=[C:5]([NH:12][C:13]2[CH:18]=[CH:17][C:16]([Cl:19])=[CH:15][CH:14]=2)[N:6]=1, predict the reactants needed to synthesize it. The reactants are: [CH2:1]([C:4]1[C:5]([NH:12][C:13]2[CH:18]=[CH:17][C:16]([Cl:19])=[CH:15][CH:14]=2)=[N:6][C:7]([Cl:11])=[N:8][C:9]=1[Cl:10])[CH:2]=C.C[N+]1([O-])CC[O:24]CC1. (4) Given the product [CH3:1][O:2][C@@H:3]1[C@H:10]([O:11][CH2:22][CH2:21][P:23](=[O:30])([O:27][CH2:28][CH3:29])[O:24][CH2:25][CH3:26])[CH2:9][CH2:8][C@@:5]2([O:7][CH2:6]2)[C@H:4]1[C@:12]1([CH3:20])[C@@H:14]([CH2:15][CH:16]=[C:17]([CH3:19])[CH3:18])[O:13]1, predict the reactants needed to synthesize it. The reactants are: [CH3:1][O:2][C@@H:3]1[C@H:10]([OH:11])[CH2:9][CH2:8][C@@:5]2([O:7][CH2:6]2)[C@H:4]1[C@:12]1([CH3:20])[C@@H:14]([CH2:15][CH:16]=[C:17]([CH3:19])[CH3:18])[O:13]1.[CH:21]([P:23](=[O:30])([O:27][CH2:28][CH3:29])[O:24][CH2:25][CH3:26])=[CH2:22].[OH-].[K+]. (5) The reactants are: [F:1][C:2]([F:17])([F:16])[C:3]1[C:8]2[N:9]=[C:10]([NH2:12])[S:11][C:7]=2[C:6]2[CH:13]=[N:14][NH:15][C:5]=2[CH:4]=1.[Cl:18][CH2:19][C:20](Cl)=[O:21]. Given the product [Cl:18][CH2:19][C:20]([NH:12][C:10]1[S:11][C:7]2[C:6]3[CH:13]=[N:14][N:15]([C:20](=[O:21])[CH2:19][Cl:18])[C:5]=3[CH:4]=[C:3]([C:2]([F:1])([F:16])[F:17])[C:8]=2[N:9]=1)=[O:21], predict the reactants needed to synthesize it. (6) The reactants are: [CH3:1][O:2][C:3]([C:5]1[N:6]=[N:7][N:8]([C:10]2[CH:15]=[C:14]([C:16]([OH:18])=O)[CH:13]=[CH:12][C:11]=2[CH3:19])[CH:9]=1)=[O:4].ON1C2N=CC=CC=2N=N1.C(Cl)CCl.[NH2:34][C:35]1[C:36]([O:50][CH3:51])=[C:37]([NH:45][S:46]([CH3:49])(=[O:48])=[O:47])[CH:38]=[C:39]([C:41]([F:44])([F:43])[F:42])[CH:40]=1. Given the product [CH3:1][O:2][C:3]([C:5]1[N:6]=[N:7][N:8]([C:10]2[CH:15]=[C:14]([C:16](=[O:18])[NH:34][C:35]3[CH:40]=[C:39]([C:41]([F:43])([F:42])[F:44])[CH:38]=[C:37]([NH:45][S:46]([CH3:49])(=[O:48])=[O:47])[C:36]=3[O:50][CH3:51])[CH:13]=[CH:12][C:11]=2[CH3:19])[CH:9]=1)=[O:4], predict the reactants needed to synthesize it. (7) Given the product [CH3:19][O:18][C:4]1[CH:5]=[C:6]([C:9]2[O:10][C:11]3[CH:17]=[CH:16][CH:15]=[CH:14][C:12]=3[N:13]=2)[CH:7]=[CH:8][C:3]=1[CH2:2][C:30]1[CH:35]=[CH:34][CH:33]=[CH:32][N:31]=1, predict the reactants needed to synthesize it. The reactants are: Br[CH2:2][C:3]1[CH:8]=[CH:7][C:6]([C:9]2[O:10][C:11]3[CH:17]=[CH:16][CH:15]=[CH:14][C:12]=3[N:13]=2)=[CH:5][C:4]=1[O:18][CH3:19].Cl[Si](C)(C)C.BrCCBr.Br[C:30]1[CH:35]=[CH:34][CH:33]=[CH:32][N:31]=1. (8) The reactants are: [CH:1]12[O:9][CH:5]([CH2:6][NH:7][CH2:8]1)[CH2:4][N:3]([CH2:10][CH2:11][CH2:12][NH:13][C:14]1[CH:21]=[CH:20][C:17]([C:18]#[N:19])=[CH:16][CH:15]=1)[CH2:2]2.C([O-])([O-])=O.[K+].[K+].Cl[CH2:29][C:30](=[O:35])[C:31]([CH3:34])([CH3:33])[CH3:32].C(Cl)Cl. Given the product [CH3:32][C:31]([CH3:34])([CH3:33])[C:30](=[O:35])[CH2:29][N:7]1[CH2:8][CH:1]2[O:9][CH:5]([CH2:4][N:3]([CH2:10][CH2:11][CH2:12][NH:13][C:14]3[CH:21]=[CH:20][C:17]([C:18]#[N:19])=[CH:16][CH:15]=3)[CH2:2]2)[CH2:6]1, predict the reactants needed to synthesize it. (9) Given the product [ClH:41].[CH3:26][O:25][C:22]1[CH:23]=[CH:24][C:19]([NH:18][C:16](=[O:17])/[CH:15]=[CH:14]/[C@@H:13]([NH:12][C:10](=[O:11])[C@H:9]([CH2:35][C:36]2[S:37][CH:38]=[CH:39][CH:40]=2)[NH2:5])[CH2:27][CH2:28][C:29]2[CH:34]=[CH:33][CH:32]=[CH:31][CH:30]=2)=[CH:20][CH:21]=1, predict the reactants needed to synthesize it. The reactants are: CC([N:5]([C@@H:9]([CH2:35][C:36]1[S:37][CH:38]=[CH:39][CH:40]=1)[C:10]([NH:12][C@@H:13]([CH2:27][CH2:28][C:29]1[CH:34]=[CH:33][CH:32]=[CH:31][CH:30]=1)/[CH:14]=[CH:15]/[C:16]([NH:18][C:19]1[CH:24]=[CH:23][C:22]([O:25][CH3:26])=[CH:21][CH:20]=1)=[O:17])=[O:11])C(=O)[O-])(C)C.[ClH:41]. (10) Given the product [Cl:10][C:11]1[CH:12]=[C:13]([N:18]2[C:22]([C:23]3[CH:24]=[N:25][CH:26]=[C:27]([O:29][CH3:30])[CH:28]=3)=[CH:21][C:20]([C:31]([N:35]3[CH2:39][C:38](=[O:48])[NH:37][CH2:36]3)=[O:33])=[N:19]2)[CH:14]=[CH:15][C:16]=1[F:17], predict the reactants needed to synthesize it. The reactants are: C(N(CC)C(C)C)(C)C.[Cl:10][C:11]1[CH:12]=[C:13]([N:18]2[C:22]([C:23]3[CH:24]=[N:25][CH:26]=[C:27]([O:29][CH3:30])[CH:28]=3)=[CH:21][C:20]([C:31]([OH:33])=O)=[N:19]2)[CH:14]=[CH:15][C:16]=1[F:17].Cl.[NH:35]1[CH:39]=[CH:38][NH:37][C:36]1=O.CN(C([O:48]N1N=NC2C=CC=NC1=2)=[N+](C)C)C.F[P-](F)(F)(F)(F)F.